Dataset: Experimentally validated miRNA-target interactions with 360,000+ pairs, plus equal number of negative samples. Task: Binary Classification. Given a miRNA mature sequence and a target amino acid sequence, predict their likelihood of interaction. (1) The miRNA is mmu-miR-7038-3p with sequence CACUGCUCCUGCCUUCUUACAG. The protein sequence of the target gene is MAAERGARRLLSTPSFWLYCLLLLGRRAPGAAAARSGSAPQSPGASIRTFTPFYFLVEPVDTLSVRGSSVILNCSAYSEPSPKIEWKKDGTFLNLVSDDRRQLLPDGSLFISNVVHSKHNKPDEGYYQCVATVESLGTIISRTAKLIVAGLPRFTSQPEPSSVYAGNNAILNCEVNADLVPFVRWEQNRQPLLLDDRVIKLPSGMLVISNATEGDGGLYRCVVESGGPPKYSDEVELKVLPDPEVISDLVFLKQPSPLVRVIGQDVVLPCVASGLPTPTIKWMKNEEALDTESSERLVLL.... Result: 0 (no interaction). (2) The miRNA is cel-miR-356a with sequence UUGAGCAACGCGAACAAAUCA. The protein sequence of the target gene is MYRFIIFFSLLALTASKVSEPEKDDEIAVKIPTKRSVSEPPKDDDIAVKIPMRKKRGIAIHPWQWESHLWPNAEVPYDIASHYTATERGIILSAMEAFRDVTCVRFRPRRSTDKHYLQINKHYQLERCFSYIGRQSSRWLFGTRDGKVETRMKLDPSCLLYNGRGTVMHELMHILGFYHEHQRDDRDRRIGGSASHYNFKIYQRAKSYYMGGYDANSIMHYNFGSVPWQKRDYFSPSDIRNINTLYKCNNRVVSKFPSTIPSTSTTTTKAPQFELFEKKQIESNSLFRRRRS. Result: 0 (no interaction).